Dataset: NCI-60 drug combinations with 297,098 pairs across 59 cell lines. Task: Regression. Given two drug SMILES strings and cell line genomic features, predict the synergy score measuring deviation from expected non-interaction effect. Drug 1: C1=NC2=C(N=C(N=C2N1C3C(C(C(O3)CO)O)F)Cl)N. Drug 2: CC1=C(C(=CC=C1)Cl)NC(=O)C2=CN=C(S2)NC3=CC(=NC(=N3)C)N4CCN(CC4)CCO. Cell line: SN12C. Synergy scores: CSS=11.4, Synergy_ZIP=-8.18, Synergy_Bliss=-16.5, Synergy_Loewe=-23.2, Synergy_HSA=-15.8.